From a dataset of Forward reaction prediction with 1.9M reactions from USPTO patents (1976-2016). Predict the product of the given reaction. (1) Given the reactants Cl[CH2:2][CH2:3][C:4]([S:6][CH2:7][CH2:8][S:9][CH2:10][CH2:11][S:12][C:13](=[O:17])[CH2:14][CH2:15]Cl)=[O:5].C(N(CC)CC)C.CCCCCC.O, predict the reaction product. The product is: [C:4]([S:6][CH2:7][CH2:8][S:9][CH2:10][CH2:11][S:12][C:13](=[O:17])[CH:14]=[CH2:15])(=[O:5])[CH:3]=[CH2:2]. (2) Given the reactants [C:1]([O:5][C:6]([N:8]1[CH2:20][C@@H:19]([CH3:21])[N:18]2[C@H:10]([CH2:11][C:12]3[C:17]2=[N:16][C:15]([CH2:22][OH:23])=[CH:14][CH:13]=3)[CH2:9]1)=[O:7])([CH3:4])([CH3:3])[CH3:2].[H-].[Na+].[CH2:26](Br)[CH3:27], predict the reaction product. The product is: [C:1]([O:5][C:6]([N:8]1[CH2:20][C@@H:19]([CH3:21])[N:18]2[C@H:10]([CH2:11][C:12]3[C:17]2=[N:16][C:15]([CH2:22][O:23][CH2:26][CH3:27])=[CH:14][CH:13]=3)[CH2:9]1)=[O:7])([CH3:2])([CH3:4])[CH3:3]. (3) Given the reactants [CH3:1][O:2][C:3](=[O:20])[CH2:4][CH2:5][C:6]1[CH:11]=[CH:10][C:9]([O:12][CH2:13][CH2:14][C@@H:15]([OH:18])[CH2:16][CH3:17])=[CH:8][C:7]=1[CH3:19].[CH3:21][S:22](Cl)(=[O:24])=[O:23], predict the reaction product. The product is: [CH3:1][O:2][C:3](=[O:20])[CH2:4][CH2:5][C:6]1[CH:11]=[CH:10][C:9]([O:12][CH2:13][CH2:14][C@@H:15]([O:18][S:22]([CH3:21])(=[O:24])=[O:23])[CH2:16][CH3:17])=[CH:8][C:7]=1[CH3:19]. (4) The product is: [CH3:31][C:25]1[CH:26]=[CH:27][C:28]([CH3:30])=[CH:29][C:24]=1[C:10]1[C:11](=[O:23])[NH:12][CH:13]([CH2:14][CH:15]2[CH2:16][CH2:17][S:18](=[O:22])(=[O:21])[CH2:19][CH2:20]2)[C:9]=1[OH:8]. Given the reactants C([O:8][C:9]1[CH:13]([CH2:14][CH:15]2[CH2:20][CH2:19][S:18](=[O:22])(=[O:21])[CH2:17][CH2:16]2)[NH:12][C:11](=[O:23])[C:10]=1[C:24]1[CH:29]=[C:28]([CH3:30])[CH:27]=[CH:26][C:25]=1[CH3:31])C1C=CC=CC=1, predict the reaction product. (5) Given the reactants [Cl:1][C:2]1[CH:25]=[CH:24][C:5]([CH2:6][NH:7][C:8]([C:10]2[C:11](=[O:23])[C:12]3[S:19][C:18]([CH2:20]Cl)=[C:17]([CH3:22])[C:13]=3[N:14]([CH3:16])[CH:15]=2)=[O:9])=[CH:4][CH:3]=1.CN[CH2:28][P:29]([C:32]1[CH:37]=[CH:36][CH:35]=[CH:34][CH:33]=1)(=[O:31])[OH:30].C(=O)([O-])[O-].[K+].[K+].[CH3:44][N:45](C=O)C, predict the reaction product. The product is: [Cl:1][C:2]1[CH:3]=[CH:4][C:5]([CH2:6][NH:7][C:8]([C:10]2[C:11](=[O:23])[C:12]3[S:19][C:18]([CH2:20][N:45]([O:30][P:29]([CH3:28])([C:32]4[CH:33]=[CH:34][CH:35]=[CH:36][CH:37]=4)=[O:31])[CH3:44])=[C:17]([CH3:22])[C:13]=3[N:14]([CH3:16])[CH:15]=2)=[O:9])=[CH:24][CH:25]=1. (6) Given the reactants [C:1]([C:3]1[CH:8]=[CH:7][C:6]([NH:9][C:10]([CH:12]2[NH:16][CH:15]([CH2:17][C:18]([CH3:21])([CH3:20])[CH3:19])[C:14]3([C:29]4[C:24](=[CH:25][C:26]([Cl:31])=[C:27]([F:30])[CH:28]=4)[NH:23][C:22]3=[O:32])[CH:13]2[C:33]2[CH:38]=[CH:37][CH:36]=[C:35]([Cl:39])[C:34]=2[F:40])=[O:11])=[C:5]([O:41][CH3:42])[CH:4]=1)#[N:2].[OH:43]O.[OH-].[Na+], predict the reaction product. The product is: [C:1]([C:3]1[CH:8]=[CH:7][C:6]([NH:9][C:10]([CH:12]2[NH:16][CH:15]([CH2:17][C:18]([CH3:21])([CH3:20])[CH3:19])[C:14]3([C:29]4[C:24](=[CH:25][C:26]([Cl:31])=[C:27]([F:30])[CH:28]=4)[NH:23][C:22]3=[O:32])[CH:13]2[C:33]2[CH:38]=[CH:37][CH:36]=[C:35]([Cl:39])[C:34]=2[F:40])=[O:11])=[C:5]([O:41][CH3:42])[CH:4]=1)(=[O:43])[NH2:2].